Dataset: Peptide-MHC class I binding affinity with 185,985 pairs from IEDB/IMGT. Task: Regression. Given a peptide amino acid sequence and an MHC pseudo amino acid sequence, predict their binding affinity value. This is MHC class I binding data. The peptide sequence is SRHHAFCFR. The MHC is HLA-B27:05 with pseudo-sequence HLA-B27:05. The binding affinity (normalized) is 0.654.